From a dataset of Reaction yield outcomes from USPTO patents with 853,638 reactions. Predict the reaction yield, written as a fraction of the theoretical maximum amount of product (1.0 means a 100% yield; for example, 0.34 means a 34% yield). (1) The reactants are Br[C:2]1[C:10]2[N:9]=[C:8]([CH3:11])[N:7]([CH2:12][C:13]3[C:22]4[C:17](=[CH:18][CH:19]=[CH:20][CH:21]=4)[CH:16]=[CH:15][CH:14]=3)[C:6]=2[CH:5]=[C:4]([N:23]2[CH2:28][CH2:27][O:26][CH2:25][CH2:24]2)[CH:3]=1.O.[CH3:30][N:31](C=O)C. The catalyst is C1C=CC([P]([Pd]([P](C2C=CC=CC=2)(C2C=CC=CC=2)C2C=CC=CC=2)([P](C2C=CC=CC=2)(C2C=CC=CC=2)C2C=CC=CC=2)[P](C2C=CC=CC=2)(C2C=CC=CC=2)C2C=CC=CC=2)(C2C=CC=CC=2)C2C=CC=CC=2)=CC=1.[C-]#N.[C-]#N.[Zn+2]. The product is [CH3:11][C:8]1[N:7]([CH2:12][C:13]2[C:22]3[C:17](=[CH:18][CH:19]=[CH:20][CH:21]=3)[CH:16]=[CH:15][CH:14]=2)[C:6]2[CH:5]=[C:4]([N:23]3[CH2:28][CH2:27][O:26][CH2:25][CH2:24]3)[CH:3]=[C:2]([C:30]#[N:31])[C:10]=2[N:9]=1. The yield is 0.680. (2) The reactants are [CH2:1]([O:8][C:9]1([C:12]2[CH:17]=[CH:16][C:15](C#CC3C=CC(C(OCC)=O)=CC=3)=[CH:14][CH:13]=2)[CH2:11][CH2:10]1)[C:2]1[CH:7]=[CH:6][CH:5]=[CH:4][CH:3]=1.[OH-:31].[Na+].[CH2:33]([OH:35])[CH3:34]. The catalyst is O1CCCC1. The product is [CH2:1]([O:8][C:9]1([C:12]2[CH:13]=[CH:14][CH:15]=[CH:16][C:17]=2[C:16]#[C:17][C:12]2[CH:13]=[CH:14][C:34]([C:33]([OH:31])=[O:35])=[CH:10][CH:9]=2)[CH2:11][CH2:10]1)[C:2]1[CH:3]=[CH:4][CH:5]=[CH:6][CH:7]=1. The yield is 0.890. (3) The reactants are Cl[C:2]1[N:7]=[C:6]([C:8]2[N:12]3[CH:13]=[CH:14][CH:15]=[CH:16][C:11]3=[N:10][C:9]=2[C:17]2[CH:18]=[C:19]([CH:31]=[CH:32][CH:33]=2)[C:20]([NH:22][C:23]2[C:28]([F:29])=[CH:27][CH:26]=[CH:25][C:24]=2[F:30])=[O:21])[CH:5]=[CH:4][N:3]=1.[CH3:34][O:35][C:36]1[CH:42]=[C:41]([N:43]2[CH2:48][CH2:47][N:46]([CH2:49][CH2:50][O:51][CH3:52])[CH2:45][CH2:44]2)[CH:40]=[CH:39][C:37]=1[NH2:38].C1(C)C=CC(S(O)(=O)=O)=CC=1.C(O)C(F)(F)F.N. The catalyst is CO.C(Cl)Cl. The product is [F:30][C:24]1[CH:25]=[CH:26][CH:27]=[C:28]([F:29])[C:23]=1[NH:22][C:20](=[O:21])[C:19]1[CH:31]=[CH:32][CH:33]=[C:17]([C:9]2[N:10]=[C:11]3[CH:16]=[CH:15][CH:14]=[CH:13][N:12]3[C:8]=2[C:6]2[CH:5]=[CH:4][N:3]=[C:2]([NH:38][C:37]3[CH:39]=[CH:40][C:41]([N:43]4[CH2:48][CH2:47][N:46]([CH2:49][CH2:50][O:51][CH3:52])[CH2:45][CH2:44]4)=[CH:42][C:36]=3[O:35][CH3:34])[N:7]=2)[CH:18]=1. The yield is 0.530.